From a dataset of Reaction yield outcomes from USPTO patents with 853,638 reactions. Predict the reaction yield, written as a fraction of the theoretical maximum amount of product (1.0 means a 100% yield; for example, 0.34 means a 34% yield). (1) The catalyst is N1C=CC=CC=1.O. The reactants are [CH:1]([C:4]1[CH:9]=[CH:8][C:7]([C:10]2[O:14][C:13](=[O:15])[N:12]([CH2:16][C:17]3[CH:26]=[CH:25][C:20]([C:21]([O:23]C)=[O:22])=[CH:19][CH:18]=3)[N:11]=2)=[CH:6][CH:5]=1)([CH3:3])[CH3:2].[I-].[Li+]. The product is [CH:1]([C:4]1[CH:5]=[CH:6][C:7]([C:10]2[O:14][C:13](=[O:15])[N:12]([CH2:16][C:17]3[CH:18]=[CH:19][C:20]([C:21]([OH:23])=[O:22])=[CH:25][CH:26]=3)[N:11]=2)=[CH:8][CH:9]=1)([CH3:3])[CH3:2]. The yield is 0.660. (2) The reactants are C[O:2][CH:3](OC)[CH2:4][N:5]1[CH2:10][C:9]2[CH:11]=[C:12](/[CH:15]=[CH:16]/[C:17]([N:19]([CH3:31])[CH2:20][C:21]3[S:25][C:24]4[CH:26]=[CH:27][CH:28]=[CH:29][C:23]=4[C:22]=3[CH3:30])=[O:18])[CH:13]=[N:14][C:8]=2[NH:7][C:6]1=[O:32].C(O)(C(F)(F)F)=O.O. The catalyst is C(Cl)Cl. The product is [CH3:31][N:19]([CH2:20][C:21]1[S:25][C:24]2[CH:26]=[CH:27][CH:28]=[CH:29][C:23]=2[C:22]=1[CH3:30])[C:17](=[O:18])/[CH:16]=[CH:15]/[C:12]1[CH:13]=[N:14][C:8]2[NH:7][C:6](=[O:32])[N:5]([CH2:4][CH:3]=[O:2])[CH2:10][C:9]=2[CH:11]=1. The yield is 0.990. (3) The reactants are [Cl:1][C:2]1[C:3]([N:8]2[C:12]([C:13]([O:15][CH3:16])=[O:14])=[CH:11][C:10]([CH:17](O)[CH2:18][N:19]3[N:23]=[N:22][C:21]([C:24]([F:27])([F:26])[F:25])=[N:20]3)=[N:9]2)=[N:4][CH:5]=[CH:6][CH:7]=1.ClC1C(N2C(C(OC)=O)=CC(C(O)CN3C(C(F)(F)F)=NN=N3)=N2)=NC=CC=1.CS(Cl)(=O)=O.C(N(CC)CC)C. The catalyst is C1(C)C=CC=CC=1. The product is [Cl:1][C:2]1[C:3]([N:8]2[C:12]([C:13]([O:15][CH3:16])=[O:14])=[CH:11][C:10](/[CH:17]=[CH:18]/[N:19]3[N:23]=[N:22][C:21]([C:24]([F:26])([F:25])[F:27])=[N:20]3)=[N:9]2)=[N:4][CH:5]=[CH:6][CH:7]=1. The yield is 0.450. (4) The reactants are Br[C:2]1[CH:28]=[CH:27][C:5]2[C:6]3[C:10]([CH2:11][CH2:12][O:13][C:4]=2[CH:3]=1)=[CH:9][N:8]([C:14]1[N:15]([C:19]2[CH:24]=[CH:23][C:22]([F:25])=[CH:21][C:20]=2[F:26])[N:16]=[CH:17][N:18]=1)[N:7]=3.ClC1N(C2C=CC(F)=CC=2F)N=CN=1.[Br:43]C1C=CC2OCCC3C(=NNC=3)C=2C=1.C(OCC)(=O)C. The catalyst is C1CCCCC1. The yield is 0.620. The product is [Br:43][C:28]1[CH:2]=[CH:3][C:4]2[O:13][CH2:12][CH2:11][C:10]3[C:6](=[N:7][N:8]([C:14]4[N:15]([C:19]5[CH:24]=[CH:23][C:22]([F:25])=[CH:21][C:20]=5[F:26])[N:16]=[CH:17][N:18]=4)[CH:9]=3)[C:5]=2[CH:27]=1.